From a dataset of Catalyst prediction with 721,799 reactions and 888 catalyst types from USPTO. Predict which catalyst facilitates the given reaction. Reactant: [SH:1][C:2]1[CH:11]=[CH:10][C:5]([C:6]([O:8][CH3:9])=[O:7])=[CH:4][CH:3]=1.C(=O)([O-])[O-].[K+].[K+].Br[CH2:19][CH2:20][CH2:21][Cl:22]. Product: [Cl:22][CH2:21][CH2:20][CH2:19][S:1][C:2]1[CH:3]=[CH:4][C:5]([C:6]([O:8][CH3:9])=[O:7])=[CH:10][CH:11]=1. The catalyst class is: 9.